Predict which catalyst facilitates the given reaction. From a dataset of Catalyst prediction with 721,799 reactions and 888 catalyst types from USPTO. (1) Reactant: [CH3:1][O:2][C:3]1[C:4]([CH:25]=[CH2:26])=[CH:5][C:6]2[C:18](=[O:19])[C:17]3[C:16]4[C:11](=[CH:12][C:13]([C:20]#[N:21])=[CH:14][CH:15]=4)[NH:10][C:9]=3[C:8]([CH3:23])([CH3:22])[C:7]=2[CH:24]=1. Product: [CH2:25]([C:4]1[C:3]([O:2][CH3:1])=[CH:24][C:7]2[C:8]([CH3:23])([CH3:22])[C:9]3[NH:10][C:11]4[C:16]([C:17]=3[C:18](=[O:19])[C:6]=2[CH:5]=1)=[CH:15][CH:14]=[C:13]([C:20]#[N:21])[CH:12]=4)[CH3:26]. The catalyst class is: 849. (2) Reactant: Br[C:2]1[CH:7]=[CH:6][CH:5]=[CH:4][C:3]=1[S:8][C:9]([CH3:14])([CH3:13])[C:10]([O-:12])=[O:11].[CH:15]1([C:18]2[N:23]=[CH:22][C:21](B(O)O)=[CH:20][CH:19]=2)[CH2:17][CH2:16]1.C(=O)([O-])[O-].[Na+].[Na+].O1CCO[CH2:35][CH2:34]1. Product: [CH:15]1([C:18]2[N:23]=[CH:22][C:21]([C:2]3[CH:7]=[CH:6][CH:5]=[CH:4][C:3]=3[S:8][C:9]([CH3:14])([CH3:13])[C:10]([O:12][CH2:34][CH3:35])=[O:11])=[CH:20][CH:19]=2)[CH2:17][CH2:16]1. The catalyst class is: 73. (3) Reactant: [Br:1][C:2]1[CH:10]=[C:9]2[C:5]([CH2:6][CH2:7][NH:8]2)=[CH:4][CH:3]=1.Br[CH2:12][CH:13]1[CH2:18][CH2:17][O:16][CH2:15][CH2:14]1.C(=O)([O-])[O-].[Cs+].[Cs+]. Product: [Br:1][C:2]1[CH:10]=[C:9]2[C:5]([CH2:6][CH2:7][N:8]2[CH2:12][CH:13]2[CH2:18][CH2:17][O:16][CH2:15][CH2:14]2)=[CH:4][CH:3]=1. The catalyst class is: 42. (4) Reactant: [F:1][C:2]1[CH:3]=[C:4]([CH:9]=[CH:10][CH:11]=1)[C:5]([NH:7][OH:8])=[NH:6].[Cl:12][CH2:13][C:14](O)=O.Cl.C(N=C=NCCCN(C)C)C.O.ON1C2C=CC=CC=2N=N1. Product: [Cl:12][CH2:13][C:14]1[O:8][N:7]=[C:5]([C:4]2[CH:9]=[CH:10][CH:11]=[C:2]([F:1])[CH:3]=2)[N:6]=1. The catalyst class is: 42. (5) Reactant: [CH3:1][O:2][C:3]1[C:11]2[O:10][C:9]([CH3:13])([CH3:12])[CH2:8][C:7]=2[C:6]([C:14]2[CH2:19][C:18]([CH3:21])([CH3:20])[C:17](=[O:22])[N:16]([CH:23]3[CH2:28][CH2:27][N:26]([C:29](=[O:46])[C@@H:30]([NH:38]C(=O)OC(C)(C)C)[CH2:31][C:32]4[CH:33]=[N:34][CH:35]=[CH:36][CH:37]=4)[CH2:25][CH2:24]3)[N:15]=2)=[CH:5][CH:4]=1.FC(F)(F)C(O)=O.C(=O)(O)[O-].[Na+]. Product: [NH2:38][C@@H:30]([CH2:31][C:32]1[CH:33]=[N:34][CH:35]=[CH:36][CH:37]=1)[C:29]([N:26]1[CH2:25][CH2:24][CH:23]([N:16]2[C:17](=[O:22])[C:18]([CH3:20])([CH3:21])[CH2:19][C:14]([C:6]3[C:7]4[CH2:8][C:9]([CH3:13])([CH3:12])[O:10][C:11]=4[C:3]([O:2][CH3:1])=[CH:4][CH:5]=3)=[N:15]2)[CH2:28][CH2:27]1)=[O:46]. The catalyst class is: 2. (6) Reactant: [CH3:1][N:2]1[CH:6]=[C:5]([C:7]2[CH:8]=[C:9]([CH:13]=[C:14]([C:16]([F:19])([F:18])[F:17])[CH:15]=2)[C:10]([OH:12])=O)[CH:4]=[N:3]1.Cl.CN(C)CCCN=C=NCC.[NH2:32][C:33]1[CH:42]=[C:41]2[C:36]([CH2:37][CH2:38][CH:39]([C:43]([O:45][CH3:46])=[O:44])[CH2:40]2)=[CH:35][CH:34]=1.Cl. Product: [CH3:1][N:2]1[CH:6]=[C:5]([C:7]2[CH:8]=[C:9]([CH:13]=[C:14]([C:16]([F:19])([F:18])[F:17])[CH:15]=2)[C:10]([NH:32][C:33]2[CH:42]=[C:41]3[C:36]([CH2:37][CH2:38][CH:39]([C:43]([O:45][CH3:46])=[O:44])[CH2:40]3)=[CH:35][CH:34]=2)=[O:12])[CH:4]=[N:3]1. The catalyst class is: 17. (7) The catalyst class is: 64. Reactant: [S:1]1[C:5]2[CH:6]=[CH:7][CH:8]=[CH:9][C:4]=2[N:3]=[C:2]1[S:10][CH2:11][C:12]([N:14]1[C:23]2[C:18](=[CH:19][CH:20]=[CH:21][CH:22]=2)[NH:17][CH2:16][CH2:15]1)=[O:13].[CH3:24][C:25](OC(C)=O)=[O:26].CCN(CC)CC. Product: [C:25]([N:17]1[C:18]2[C:23](=[CH:22][CH:21]=[CH:20][CH:19]=2)[N:14]([C:12](=[O:13])[CH2:11][S:10][C:2]2[S:1][C:5]3[CH:6]=[CH:7][CH:8]=[CH:9][C:4]=3[N:3]=2)[CH2:15][CH2:16]1)(=[O:26])[CH3:24]. (8) Reactant: C(N(CC)CC)C.O[C@H:9]1[CH2:14][CH2:13][O:12][C@@H:11]([C:15]2[CH:16]=[C:17]([CH:22]=[CH:23][CH:24]=2)[C:18]([O:20][CH3:21])=[O:19])[CH2:10]1.CS(Cl)(=O)=O.[N-:30]=[N+:31]=[N-:32].[Na+]. Product: [N:30]([C@@H:9]1[CH2:14][CH2:13][O:12][C@@H:11]([C:15]2[CH:16]=[C:17]([CH:22]=[CH:23][CH:24]=2)[C:18]([O:20][CH3:21])=[O:19])[CH2:10]1)=[N+:31]=[N-:32]. The catalyst class is: 46.